This data is from Reaction yield outcomes from USPTO patents with 853,638 reactions. The task is: Predict the reaction yield, written as a fraction of the theoretical maximum amount of product (1.0 means a 100% yield; for example, 0.34 means a 34% yield). (1) The reactants are [CH2:1]([S:8]([C:11]1[CH:21]=[CH:20][C:14]([CH2:15][NH:16]C(=O)C)=[CH:13][CH:12]=1)(=[O:10])=[O:9])[C:2]1[CH:7]=[CH:6][CH:5]=[CH:4][CH:3]=1.[ClH:22]. The catalyst is CC(O)C. The product is [ClH:22].[CH2:1]([S:8]([C:11]1[CH:12]=[CH:13][C:14]([CH2:15][NH2:16])=[CH:20][CH:21]=1)(=[O:10])=[O:9])[C:2]1[CH:7]=[CH:6][CH:5]=[CH:4][CH:3]=1. The yield is 0.800. (2) The reactants are C(Cl)(=O)C(C)(C)C.[CH3:8][O:9][C:10]([C:12]1[CH:13]=[C:14]([CH:20]=[CH:21][CH:22]=1)[O:15][CH2:16][C:17]([OH:19])=O)=[O:11].C(N(CC)CC)C.[CH3:30][O:31][C:32]1[CH:37]=[C:36]([O:38][C:39]2[CH:40]=[C:41]([NH:46][CH3:47])[C:42]([NH2:45])=[CH:43][CH:44]=2)[CH:35]=[CH:34][N:33]=1. The catalyst is ClCCl. The product is [CH3:30][O:31][C:32]1[CH:37]=[C:36]([O:38][C:39]2[CH:44]=[CH:43][C:42]([NH:45][C:17](=[O:19])[CH2:16][O:15][C:14]3[CH:13]=[C:12]([CH:22]=[CH:21][CH:20]=3)[C:10]([O:9][CH3:8])=[O:11])=[C:41]([NH:46][CH3:47])[CH:40]=2)[CH:35]=[CH:34][N:33]=1. The yield is 0.780. (3) The reactants are [I:1][C:2]1[CH:7]=[CH:6][C:5]([OH:8])=[C:4]([CH3:9])[CH:3]=1.[C:10]([O:14][C:15]([N:17]1[CH2:23][CH2:22][CH2:21][C@H:18]1[CH2:19]O)=[O:16])([CH3:13])([CH3:12])[CH3:11].C1C=CC(P(C2C=CC=CC=2)C2C=CC=CC=2)=CC=1.CC(OC(/N=N/C(OC(C)C)=O)=O)C. The catalyst is C1COCC1. The product is [C:10]([O:14][C:15]([N:17]1[CH2:23][CH2:22][CH2:21][CH:18]1[CH2:19][O:8][C:5]1[CH:6]=[CH:7][C:2]([I:1])=[CH:3][C:4]=1[CH3:9])=[O:16])([CH3:13])([CH3:11])[CH3:12]. The yield is 0.780. (4) The reactants are [OH-:1].[K+].[C:3]([NH:6][C:7]1[C:8]([I:31])=[C:9]([C:23]([NH:25][CH2:26][CH:27]([OH:30])[CH2:28][OH:29])=[O:24])[C:10]([I:22])=[C:11]([C:20]=1[I:21])[C:12]([NH:14][CH2:15][CH:16]([OH:19])[CH2:17][OH:18])=[O:13])(=[O:5])[CH3:4].B(O)(O)O.[O:36]1[CH2:38][CH:37]1[CH2:39][O:40][CH2:41][CH2:42][O:43][CH2:44][CH:45]1[CH2:47][O:46]1.Cl. The catalyst is C(#N)C.O.O.CO. The product is [OH:36][CH:37]([CH2:39][O:40][CH2:41][CH2:42][O:43][CH2:44][CH:45]([OH:46])[CH2:47][N:6]([C:7]1[C:20]([I:21])=[C:11]([C:12]([NH:14][CH2:15][CH:16]([OH:19])[CH2:17][OH:18])=[O:13])[C:10]([I:22])=[C:9]([C:8]=1[I:31])[C:23]([NH:25][CH2:26][CH:27]([OH:30])[CH2:28][OH:29])=[O:24])[C:3](=[O:1])[CH3:4])[CH2:38][N:6]([C:7]1[C:20]([I:21])=[C:11]([C:12]([NH:14][CH2:15][CH:16]([OH:19])[CH2:17][OH:18])=[O:13])[C:10]([I:22])=[C:9]([C:8]=1[I:31])[C:23]([NH:25][CH2:26][CH:27]([OH:30])[CH2:28][OH:29])=[O:24])[C:3](=[O:5])[CH3:4]. The yield is 0.0700. (5) The reactants are Br[C:2]1[CH:7]=[CH:6][C:5]([Cl:8])=[CH:4][CH:3]=1.C([Li])CCC.[CH3:14][CH:15]1[C:20](=[O:21])[CH2:19][CH2:18][N:17]([C:22]([O:24][C:25]([CH3:28])([CH3:27])[CH3:26])=[O:23])[CH2:16]1. The catalyst is C1COCC1. The product is [Cl:8][C:5]1[CH:6]=[CH:7][C:2]([C:20]2([OH:21])[CH2:19][CH2:18][N:17]([C:22]([O:24][C:25]([CH3:27])([CH3:26])[CH3:28])=[O:23])[CH2:16][CH:15]2[CH3:14])=[CH:3][CH:4]=1. The yield is 0.790.